The task is: Predict the reaction yield, written as a fraction of the theoretical maximum amount of product (1.0 means a 100% yield; for example, 0.34 means a 34% yield).. This data is from Reaction yield outcomes from USPTO patents with 853,638 reactions. (1) The reactants are [CH2:1]([N:8]1[C:16]2[C:11](=[CH:12][C:13]([O:17][CH3:18])=[CH:14][CH:15]=2)[C:10]([CH3:19])=[CH:9]1)[C:2]1[CH:7]=[CH:6][CH:5]=[CH:4][CH:3]=1.C(O)(=O)C.C([BH3-])#N.[Na+].C([O-])(O)=O.[Na+]. The catalyst is C(OCC)(=O)C.O1CCCC1. The product is [CH2:1]([N:8]1[C:16]2[C:11](=[CH:12][C:13]([O:17][CH3:18])=[CH:14][CH:15]=2)[CH:10]([CH3:19])[CH2:9]1)[C:2]1[CH:3]=[CH:4][CH:5]=[CH:6][CH:7]=1. The yield is 0.310. (2) The reactants are [H-].[Na+].[Cl-].[PH4+].BrC1N=CC=CC=1C=O.C(=O)(O)[O-].[Na+].[Br:19][C:20]1[C:25]([CH:26]=[CH:27][O:28]C)=[CH:24][CH:23]=[CH:22][N:21]=1. The catalyst is CS(C)=O.C(O)=O. The product is [Br:19][C:20]1[C:25]([CH2:26][CH:27]=[O:28])=[CH:24][CH:23]=[CH:22][N:21]=1. The yield is 0.530. (3) The reactants are [CH:1]([C:3]1[CH:8]=[CH:7][C:6]([NH:9][C:10](=[O:12])[CH3:11])=[C:5]([N+:13]([O-:15])=[O:14])[CH:4]=1)=O.[S:16]1[CH2:22][C:20](=[O:21])[NH:19][C:17]1=[S:18].N1CCCCC1. The catalyst is C(O)C. The product is [N+:13]([C:5]1[CH:4]=[C:3]([CH:1]=[C:22]2[S:16][C:17](=[S:18])[NH:19][C:20]2=[O:21])[CH:8]=[CH:7][C:6]=1[NH:9][C:10](=[O:12])[CH3:11])([O-:15])=[O:14]. The yield is 0.940. (4) The reactants are C[O:2][C:3](=O)[CH2:4][CH2:5][C:6]1[CH:11]=[CH:10][C:9]([CH3:12])=[CH:8][CH:7]=1.O.[OH-].[Na+]. The catalyst is O1CCCC1. The product is [C:9]1([CH3:12])[CH:8]=[CH:7][C:6]([CH2:5][CH2:4][CH2:3][OH:2])=[CH:11][CH:10]=1. The yield is 0.930. (5) The reactants are [NH:1]1[C:9]2[C:4](=[CH:5][C:6]([C:10]3[C:18]4[C:13](=[N:14][CH:15]=[C:16]([C:19]5[CH:26]=[CH:25][C:22](C=O)=[C:21]([O:27][CH3:28])[CH:20]=5)[CH:17]=4)[N:12](S(C4C=CC(C)=CC=4)(=O)=O)[CH:11]=3)=[CH:7][CH:8]=2)[CH:3]=[CH:2]1.[CH3:39][N:40]1[CH2:45][CH2:44][NH:43][CH2:42][CH2:41]1.[C:46](O[BH-](OC(=O)C)OC(=O)C)(=O)C.[Na+]. The catalyst is C(Cl)Cl. The product is [NH:1]1[C:9]2[C:4](=[CH:5][C:6]([C:10]3[C:18]4[C:13](=[N:14][CH:15]=[C:16]([C:19]5[CH:26]=[CH:25][C:22]([CH2:39][N:40]6[CH2:45][CH2:44][N:43]([CH3:46])[CH2:42][CH2:41]6)=[C:21]([O:27][CH3:28])[CH:20]=5)[CH:17]=4)[NH:12][CH:11]=3)=[CH:7][CH:8]=2)[CH:3]=[CH:2]1. The yield is 0.630. (6) The catalyst is C(Cl)Cl. The reactants are [C:1]([N:5]1[CH2:10][CH2:9][N:8]([C:11](OC(C)(C)C)=[O:12])[C@@H:7]([C:18]([N:20]2[CH2:25][CH2:24][NH:23][CH2:22][CH2:21]2)=[O:19])[CH2:6]1)([CH3:4])([CH3:3])[CH3:2].[Cl:26][C:27]1[CH:32]=[CH:31][C:30]([NH:33][C:34](=[O:42])OC2C=CC=CC=2)=[CH:29][C:28]=1[CH3:43]. The product is [NH3:5].[CH3:11][OH:12].[C:1]([N:5]1[CH2:10][CH2:9][NH:8][C@@H:7]([C:18]([N:20]2[CH2:25][CH2:24][N:23]([C:34]([NH:33][C:30]3[CH:31]=[CH:32][C:27]([Cl:26])=[C:28]([CH3:43])[CH:29]=3)=[O:42])[CH2:22][CH2:21]2)=[O:19])[CH2:6]1)([CH3:4])([CH3:2])[CH3:3]. The yield is 0.100. (7) The reactants are [C:1]1([CH3:16])[CH:6]=[CH:5][C:4]([S:7]([NH:10][C@H:11]([C:13]([OH:15])=O)[CH3:12])(=[O:9])=[O:8])=[CH:3][CH:2]=1.F[P-](F)(F)(F)(F)F.N1(O[P+](N(C)C)(N(C)C)N(C)C)C2C=CC=CC=2N=N1.CN1CCOCC1.[CH2:51]([O:58][C:59](=[O:69])[C@H:60]([CH2:62][C:63]1[CH:68]=[CH:67][CH:66]=[CH:65][CH:64]=1)[NH2:61])[C:52]1[CH:57]=[CH:56][CH:55]=[CH:54][CH:53]=1. The catalyst is CN(C=O)C. The product is [CH2:51]([O:58][C:59](=[O:69])[C@H:60]([CH2:62][C:63]1[CH:68]=[CH:67][CH:66]=[CH:65][CH:64]=1)[NH:61][C:13](=[O:15])[C@H:11]([CH3:12])[NH:10][S:7]([C:4]1[CH:3]=[CH:2][C:1]([CH3:16])=[CH:6][CH:5]=1)(=[O:8])=[O:9])[C:52]1[CH:53]=[CH:54][CH:55]=[CH:56][CH:57]=1. The yield is 0.400.